Task: Predict which catalyst facilitates the given reaction.. Dataset: Catalyst prediction with 721,799 reactions and 888 catalyst types from USPTO Product: [CH3:44][O:43][N:42]([CH3:41])[C:6](=[O:7])[C:5]1[CH:9]=[CH:10][C:2]([CH3:1])=[N:3][CH:4]=1. The catalyst class is: 3. Reactant: [CH3:1][C:2]1[CH:10]=[CH:9][C:5]([C:6](O)=[O:7])=[CH:4][N:3]=1.ON1C2C=CC=CC=2N=N1.CCN=C=NCCCN(C)C.Cl.CN1CCOCC1.Cl.[CH3:41][NH:42][O:43][CH3:44].